From a dataset of NCI-60 drug combinations with 297,098 pairs across 59 cell lines. Regression. Given two drug SMILES strings and cell line genomic features, predict the synergy score measuring deviation from expected non-interaction effect. Drug 1: CC1=CC=C(C=C1)C2=CC(=NN2C3=CC=C(C=C3)S(=O)(=O)N)C(F)(F)F. Drug 2: C(CCl)NC(=O)N(CCCl)N=O. Cell line: HOP-92. Synergy scores: CSS=5.94, Synergy_ZIP=0.862, Synergy_Bliss=-5.98, Synergy_Loewe=-1.15, Synergy_HSA=-2.31.